From a dataset of Forward reaction prediction with 1.9M reactions from USPTO patents (1976-2016). Predict the product of the given reaction. (1) Given the reactants [C:1]([N:8]1[CH2:13][CH2:12][CH2:11][CH:10]([CH2:14][OH:15])[CH2:9]1)([O:3][C:4]([CH3:7])([CH3:6])[CH3:5])=[O:2].C(N(CC)CC)C.[CH3:23][S:24](Cl)(=[O:26])=[O:25], predict the reaction product. The product is: [C:4]([O:3][C:1]([N:8]1[CH2:13][CH2:12][CH2:11][CH:10]([CH2:14][O:15][S:24]([CH3:23])(=[O:26])=[O:25])[CH2:9]1)=[O:2])([CH3:7])([CH3:6])[CH3:5]. (2) Given the reactants Cl[C:2]1[N:3]=[C:4]([NH:11][C:12]2[CH:17]=[CH:16][CH:15]=[C:14]([C:18]([F:21])([F:20])[F:19])[CH:13]=2)[C:5]2[N:10]=[CH:9][S:8][C:6]=2[N:7]=1.CC1(C)C(C)(C)OB([C:30]2[CH:31]=[C:32]([CH:37]=[CH:38][CH:39]=2)[C:33]([O:35][CH3:36])=[O:34])O1.C([O-])([O-])=O.[Na+].[Na+], predict the reaction product. The product is: [F:19][C:18]([F:21])([F:20])[C:14]1[CH:13]=[C:12]([NH:11][C:4]2[C:5]3[N:10]=[CH:9][S:8][C:6]=3[N:7]=[C:2]([C:30]3[CH:31]=[C:32]([CH:37]=[CH:38][CH:39]=3)[C:33]([O:35][CH3:36])=[O:34])[N:3]=2)[CH:17]=[CH:16][CH:15]=1. (3) Given the reactants CC(OC(/N=N/C(OC(C)(C)C)=O)=O)(C)C.C(P(CCCC)CCCC)CCC.[OH:30][C:31]1[CH:40]=[C:39]2[C:34]([CH:35]=[CH:36][CH:37]=[C:38]2[NH:41][C:42](=[O:55])[CH2:43][N:44]([CH2:52][CH2:53]O)[C:45]([O:47][C:48]([CH3:51])([CH3:50])[CH3:49])=[O:46])=[CH:33][CH:32]=1, predict the reaction product. The product is: [C:48]([O:47][C:45]([N:44]1[CH2:52][CH2:53][N:41]([C:38]2[C:39]3[C:34](=[CH:33][CH:32]=[C:31]([OH:30])[CH:40]=3)[CH:35]=[CH:36][CH:37]=2)[C:42](=[O:55])[CH2:43]1)=[O:46])([CH3:49])([CH3:51])[CH3:50].